From a dataset of Forward reaction prediction with 1.9M reactions from USPTO patents (1976-2016). Predict the product of the given reaction. (1) Given the reactants [NH2:1][CH2:2][C:3]([O:5][C:6]([CH3:9])([CH3:8])[CH3:7])=[O:4].[C:10](N1C=CC=CC1=O)([N:12]1C=CC=CC1=O)=[S:11].N.CO, predict the reaction product. The product is: [NH:1]([CH2:2][C:3]([O:5][C:6]([CH3:9])([CH3:8])[CH3:7])=[O:4])[C:10]([NH2:12])=[S:11]. (2) Given the reactants [NH2:1][C:2]1[C:11]2[N:10]=[CH:9][C:8]([C:12](OCC)=O)=[CH:7][C:6]=2[C:5]2[CH:17]=[CH:18][C:19]([CH3:21])=[CH:20][C:4]=2[N:3]=1.[Li+].[B-](CC)(CC)[CH2:24]C, predict the reaction product. The product is: [CH2:12]([C:8]1[CH:9]=[N:10][C:11]2[C:6]([CH:7]=1)=[C:5]1[CH:17]=[CH:18][C:19]([CH3:21])=[CH:20][C:4]1=[N:3][C:2]=2[NH2:1])[CH3:24].